From a dataset of Experimentally validated miRNA-target interactions with 360,000+ pairs, plus equal number of negative samples. Binary Classification. Given a miRNA mature sequence and a target amino acid sequence, predict their likelihood of interaction. (1) The miRNA is mmu-miR-133a-5p with sequence GCUGGUAAAAUGGAACCAAAU. The protein sequence of the target gene is MDESSELGVLETMETLTELGDELTLGDIDEMLQFVSNQVGEFPDLFSEQLCSSFPGGGSNGGSGNNSSGRGNNGGATDPAVQRSFSQVPLSTFSPSAASPQAPALQVKVSPTPPRATPVLQPRPQPQPQPPAQLQQQTVMITPTFSTAPQTRIIQQPLIYQNAATSFQVLQPQVQSLVTSPQVQPVTIQQQVQTVQAQRVLTQTANGTLQTLAPATVQTVAAPQVQQVPVLVQPQIIKTDSLVLTTLKTDGSPVMAAVQNPALTALTAPIQTAALQVPTLVGSNGTILTTMPVMMGQEKV.... Result: 0 (no interaction). (2) The miRNA is mmu-miR-3474 with sequence CCCUGGGAGGAGACGUGGAUUC. The protein sequence of the target gene is MSRARDAGCVAAGIVIGASAWYCVYKYTRGKDQKKKRLTKPKNRASVGTGSRARAGLRAGFTIDLGPGFSPPNPVDIEIMNKAQGEASNLATTVAEEVAPAAPSPKVQNGAESKVQELNGAKTEANLESVVMPSATCTVTPPPKVAGGLTAAEAPEIIGAPKVLEAPSTTEASGAVAAPGPTVSPMIAQTPGPVVPSPTIVSTGPAAIPWAVAHPGAVQSPGPAVPPMAVQSLVPAAPSWAVVAPPGAVYIPVAAHFAGPAAASRVTQSPGTVIPPLPPPSSVLPRGVPSVPGRTVQSPG.... Result: 0 (no interaction). (3) The miRNA is mmu-miR-324-3p with sequence CCACUGCCCCAGGUGCUGCU. The protein sequence of the target gene is MTPEFDEEVVFENSPLYQYLQDLGHTDFEICSSSSPKPEKCLTTEGPQPPPTRVLQRQGILLKLTETIKSWTFSSQHSKKDDLLHKLDTGFRLDSLHTILQQEVLLQEDVELLELLDASILSAGQPQQESGHLPTLCSLATPNTWDVSLLFAFISLLIMFPTCWIVSSWLVWGIILFLYLIIRVLKLWRTAKLQMTLKKYRVRLEDMAANSRAFTNLVRKSLRLIQETEVISRGFTLVSAACSFNKAAQHPGQHLIGLRKAVYRTVRANFQAARLATLYMLKNYPLNSESDNVTNYICVV.... Result: 1 (interaction). (4) The miRNA is hsa-miR-6869-5p with sequence GUGAGUAGUGGCGCGCGGCGGC. The protein sequence of the target gene is MGIELLCLFFLFLGRNDHVQGGCALGGAETCEDCLLIGPQCAWCAQENFTHPSGVGERCDTPANLLAKGCQLNFIENPVSQVEILKNKPLSVGRQKNSSDIVQIAPQSLILKLRPGGAQTLQVHVRQTEDYPVDLYYLMDLSASMDDDLNTIKELGSRLSKEMSKLTSNFRLGFGSFVEKPVSPFVKTTPEEIANPCSSIPYFCLPTFGFKHILPLTNDAERFNEIVKNQKISANIDTPEGGFDAIMQAAVCKEKIGWRNDSLHLLVFVSDADSHFGMDSKLAGIVIPNDGLCHLDSKNE.... Result: 0 (no interaction). (5) The miRNA is hsa-miR-6752-3p with sequence UCCCUGCCCCCAUACUCCCAG. The protein sequence of the target gene is MAAVDLEKLRASGAGKAIGVLTSGGDAQGMNAAVRAVTRMGIYVGAKVFLIYEGYEGLVEGGENIKQANWLSVSNIIQLGGTIIGSARCKAFTTREGRRAAAYNLVQHGITNLCVIGGDGSLTGANIFRSEWGSLLEELVAEGKISETTARTYSHLNIAGLVGSIDNDFCGTDMTIGTDSALHRIMEVIDAITTTAQSHQRTFVLEVMGRHCGYLALVSALASGADWLFIPEAPPEDGWENFMCERLGETRSRGSRLNIIIIAEGAIDRNGKPISSSYVKDLVVQRLGFDTRVTVLGHVQ.... Result: 0 (no interaction).